This data is from Catalyst prediction with 721,799 reactions and 888 catalyst types from USPTO. The task is: Predict which catalyst facilitates the given reaction. (1) Reactant: [CH3:1][S:2](Cl)(=[O:4])=[O:3].[CH3:6][C:7]([CH3:51])([CH2:49][CH3:50])[CH2:8][C:9]1[N:10]=[C:11]([CH2:33][CH:34]([C:36]2[CH:41]=[CH:40][C:39]([C:42]3[CH:47]=[CH:46][C:45]([F:48])=[CH:44][N:43]=3)=[CH:38][CH:37]=2)[NH2:35])[N:12]([C:14]([C:27]2[CH:32]=[CH:31][CH:30]=[CH:29][CH:28]=2)([C:21]2[CH:26]=[CH:25][CH:24]=[CH:23][CH:22]=2)[C:15]2[CH:20]=[CH:19][CH:18]=[CH:17][CH:16]=2)[CH:13]=1.C(N(CC)CC)C. Product: [CH3:6][C:7]([CH3:51])([CH2:49][CH3:50])[CH2:8][C:9]1[N:10]=[C:11]([CH2:33][CH:34]([NH:35][S:2]([CH3:1])(=[O:4])=[O:3])[C:36]2[CH:37]=[CH:38][C:39]([C:42]3[CH:47]=[CH:46][C:45]([F:48])=[CH:44][N:43]=3)=[CH:40][CH:41]=2)[N:12]([C:14]([C:27]2[CH:32]=[CH:31][CH:30]=[CH:29][CH:28]=2)([C:21]2[CH:26]=[CH:25][CH:24]=[CH:23][CH:22]=2)[C:15]2[CH:16]=[CH:17][CH:18]=[CH:19][CH:20]=2)[CH:13]=1. The catalyst class is: 4. (2) Reactant: [N+:1]([C:4]1[N:5]([CH2:9][C:10]2[N:11]=[N:12][N:13]([CH2:15][CH2:16][OH:17])[CH:14]=2)[CH:6]=[CH:7][N:8]=1)([O-:3])=[O:2].[O:18](S(C1C=CC(C)=CC=1)(=O)=O)[S:19]([C:22]1[CH:28]=[CH:27][C:25]([CH3:26])=[CH:24][CH:23]=1)(=O)=[O:20]. Product: [CH3:26][C:25]1[CH:27]=[CH:28][C:22]([S:19]([O:17][CH2:16][CH2:15][N:13]2[CH:14]=[C:10]([CH2:9][N:5]3[CH:6]=[CH:7][N:8]=[C:4]3[N+:1]([O-:3])=[O:2])[N:11]=[N:12]2)(=[O:20])=[O:18])=[CH:23][CH:24]=1. The catalyst class is: 2. (3) The catalyst class is: 212. Reactant: [C:1]([O:9]CC)(=O)[CH2:2][C:3](OCC)=[O:4].[O-]CC.[Na+].[NH2:16][C:17]([NH2:19])=[S:18].O. Product: [S:18]=[C:17]1[NH:19][C:3](=[O:4])[CH2:2][C:1](=[O:9])[NH:16]1. (4) Product: [C:26]([O:30][C:31]([N:19]([CH2:18][CH2:17][C:15]#[N:16])[C:20]([CH3:25])([CH3:24])[C:21]([OH:23])=[O:22])=[O:32])([CH3:29])([CH3:28])[CH3:27]. Reactant: [OH-].C([N+](C)(C)C)C1C=CC=CC=1.CO.[C:15]([CH2:17][CH2:18][NH:19][C:20]([CH3:25])([CH3:24])[C:21]([OH:23])=[O:22])#[N:16].[C:26]([O:30][C:31](O[C:31]([O:30][C:26]([CH3:29])([CH3:28])[CH3:27])=[O:32])=[O:32])([CH3:29])([CH3:28])[CH3:27]. The catalyst class is: 10.